This data is from Reaction yield outcomes from USPTO patents with 853,638 reactions. The task is: Predict the reaction yield, written as a fraction of the theoretical maximum amount of product (1.0 means a 100% yield; for example, 0.34 means a 34% yield). The reactants are P(Br)(Br)[Br:2].[CH2:5]([O:7][C:8](=[O:13])[C:9]([CH2:11]O)=[CH2:10])[CH3:6].O. The catalyst is CCOCC. The product is [CH2:5]([O:7][C:8](=[O:13])[C:9]([CH2:11][Br:2])=[CH2:10])[CH3:6]. The yield is 0.566.